The task is: Predict the product of the given reaction.. This data is from Forward reaction prediction with 1.9M reactions from USPTO patents (1976-2016). (1) Given the reactants [CH3:1][CH:2]([C:8]([O:10][CH2:11]C)=[O:9])[C:3]([O:5][CH2:6][CH3:7])=[O:4].[H-].[Na+].[Br-].O.[CH2:17]1COCC1, predict the reaction product. The product is: [CH3:17][CH2:1][CH:2]([C:3]([O:5][CH2:6][CH3:7])=[O:4])[C:8]([O:10][CH3:11])=[O:9]. (2) Given the reactants Br[C:2]1[CH:15]=[CH:14][CH:13]=[CH:12][C:3]=1[O:4][C:5]1[N:10]=[C:9]([NH2:11])[CH:8]=[CH:7][N:6]=1.CC1(C)C(C)(C)OB([C:24]2[CH:25]=[CH:26][C:27]([C:30]3[CH:31]=[N:32][C:33]([NH2:36])=[N:34][CH:35]=3)=[N:28][CH:29]=2)O1, predict the reaction product. The product is: [NH2:11][C:9]1[CH:8]=[CH:7][N:6]=[C:5]([O:4][C:3]2[CH:12]=[CH:13][CH:14]=[CH:15][C:2]=2[C:24]2[CH:25]=[CH:26][C:27]([C:30]3[CH:35]=[N:34][C:33]([NH2:36])=[N:32][CH:31]=3)=[N:28][CH:29]=2)[N:10]=1. (3) Given the reactants Cl.[C:2]([O:6][C:7](=[O:14])[C@@H:8]([C:10]([CH3:13])([CH3:12])[CH3:11])[NH2:9])([CH3:5])([CH3:4])[CH3:3].CCN(CC)CC.[Cl:22][C:23]1[C:32]2[C:27](=[CH:28][CH:29]=[C:30]([S:33](Cl)(=[O:35])=[O:34])[CH:31]=2)[C:26]([Cl:37])=[CH:25][N:24]=1, predict the reaction product. The product is: [C:2]([O:6][C:7](=[O:14])[C@@H:8]([C:10]([CH3:13])([CH3:12])[CH3:11])[NH:9][S:33]([C:30]1[CH:31]=[C:32]2[C:27]([C:26]([Cl:37])=[CH:25][N:24]=[C:23]2[Cl:22])=[CH:28][CH:29]=1)(=[O:35])=[O:34])([CH3:5])([CH3:4])[CH3:3]. (4) Given the reactants [C:1]1([N:7]=[C:8]=[O:9])[CH:6]=[CH:5][CH:4]=[CH:3][CH:2]=1.[CH:10]1([N:14]2[CH2:20][CH2:19][C:18]3[CH:21]=[CH:22][C:23]([NH2:25])=[CH:24][C:17]=3[CH2:16][CH2:15]2)[CH2:13][CH2:12][CH2:11]1, predict the reaction product. The product is: [CH:10]1([N:14]2[CH2:20][CH2:19][C:18]3[CH:21]=[CH:22][C:23]([NH:25][C:8]([NH:7][C:1]4[CH:6]=[CH:5][CH:4]=[CH:3][CH:2]=4)=[O:9])=[CH:24][C:17]=3[CH2:16][CH2:15]2)[CH2:13][CH2:12][CH2:11]1. (5) Given the reactants [CH2:1]([O:4][C:5]([C:7]1[C:16]([OH:17])=[CH:15][C:14]2[C:9](=[CH:10][C:11]([O:18][CH2:19][CH2:20][CH3:21])=[CH:12][CH:13]=2)[CH:8]=1)=[O:6])[CH2:2][CH3:3].C(=O)([O-])[O-].[K+].[K+].[CH2:28](Br)[C:29]1[CH:34]=[CH:33][CH:32]=[CH:31][CH:30]=1.O, predict the reaction product. The product is: [CH2:1]([O:4][C:5]([C:7]1[C:16]([O:17][CH2:28][C:29]2[CH:34]=[CH:33][CH:32]=[CH:31][CH:30]=2)=[CH:15][C:14]2[C:9](=[CH:10][C:11]([O:18][CH2:19][CH2:20][CH3:21])=[CH:12][CH:13]=2)[CH:8]=1)=[O:6])[CH2:2][CH3:3]. (6) Given the reactants [F:1][C:2]1[CH:19]=[C:18]([N+:20]([O-])=O)[CH:17]=[CH:16][C:3]=1[O:4][C:5]1[CH:10]=[CH:9][N:8]=[C:7]2[CH:11]=[C:12]([S:14][CH3:15])[S:13][C:6]=12, predict the reaction product. The product is: [CH3:15][S:14][C:12]1[S:13][C:6]2[C:7](=[N:8][CH:9]=[CH:10][C:5]=2[O:4][C:3]2[CH:16]=[CH:17][C:18]([NH2:20])=[CH:19][C:2]=2[F:1])[CH:11]=1.